From a dataset of Reaction yield outcomes from USPTO patents with 853,638 reactions. Predict the reaction yield, written as a fraction of the theoretical maximum amount of product (1.0 means a 100% yield; for example, 0.34 means a 34% yield). (1) The reactants are [C:1]1([C:7]2([C:10]([O-:12])=[O:11])[CH2:9][CH2:8]2)[CH:6]=[CH:5][CH:4]=[CH:3][CH:2]=1.[N+:13]([O-:16])([O-])=[O:14].[K+].OS(O)(=O)=O.[CH2:23](Cl)Cl. No catalyst specified. The product is [N+:13]([C:4]1[CH:5]=[CH:6][C:1]([C:7]2([C:10]([O:12][CH3:23])=[O:11])[CH2:9][CH2:8]2)=[CH:2][CH:3]=1)([O-:16])=[O:14]. The yield is 0.680. (2) The reactants are CS(C)=O.C(Cl)(=O)C(Cl)=O.C(=O)=O.CC(C)=O.[OH:18][CH2:19][C@@H:20]1[CH2:24][C:23]([CH3:25])=[CH:22][N:21]1[C:26]([C:28]1[CH:33]=[C:32]([O:34][CH3:35])[C:31]([O:36][Si:37]([CH:44]([CH3:46])[CH3:45])([CH:41]([CH3:43])[CH3:42])[CH:38]([CH3:40])[CH3:39])=[CH:30][C:29]=1[NH:47][C:48](=[O:53])[O:49][CH2:50][CH:51]=[CH2:52])=[O:27].C(N(CC)CC)C. The catalyst is ClCCl. The product is [OH:18][C@@H:19]1[N:47]([C:48]([O:49][CH2:50][CH:51]=[CH2:52])=[O:53])[C:29]2[CH:30]=[C:31]([O:36][Si:37]([CH:41]([CH3:42])[CH3:43])([CH:44]([CH3:45])[CH3:46])[CH:38]([CH3:39])[CH3:40])[C:32]([O:34][CH3:35])=[CH:33][C:28]=2[C:26](=[O:27])[N:21]2[CH:22]=[C:23]([CH3:25])[CH2:24][C@@H:20]12. The yield is 0.660.